Dataset: Forward reaction prediction with 1.9M reactions from USPTO patents (1976-2016). Task: Predict the product of the given reaction. (1) The product is: [Cl:26][C:27]1[CH:32]=[CH:31][C:30]([OH:36])=[C:29]([C:2]2[CH:3]=[CH:4][C:5]3[O:9][N:8]=[C:7]([N:10]([C:18]([O:20][C:21]([CH3:24])([CH3:23])[CH3:22])=[O:19])[C:11]([O:13][C:14]([CH3:17])([CH3:15])[CH3:16])=[O:12])[C:6]=3[CH:25]=2)[CH:28]=1. Given the reactants Br[C:2]1[CH:3]=[CH:4][C:5]2[O:9][N:8]=[C:7]([N:10]([C:18]([O:20][C:21]([CH3:24])([CH3:23])[CH3:22])=[O:19])[C:11]([O:13][C:14]([CH3:17])([CH3:16])[CH3:15])=[O:12])[C:6]=2[CH:25]=1.[Cl:26][C:27]1[CH:28]=[CH:29][C:30]([OH:36])=[C:31](B(O)O)[CH:32]=1.C(=O)([O-])[O-].[Na+].[Na+], predict the reaction product. (2) The product is: [OH:2][CH2:3][C:4]1[CH:9]=[CH:8][C:7]([CH2:10][CH2:11][CH:12]([OH:14])[CH3:13])=[CH:6][CH:5]=1. Given the reactants C[O:2][C:3](=O)[C:4]1[CH:9]=[CH:8][C:7]([CH2:10][CH2:11][C:12](=[O:14])[CH3:13])=[CH:6][CH:5]=1.[H-].[Al+3].[Li+].[H-].[H-].[H-], predict the reaction product. (3) Given the reactants [C:1]([O:5][C:6]([N:8]1[CH2:13][CH2:12][CH:11]([N:14]2[CH:18]=[C:17](B3OC(C)(C)C(C)(C)O3)[CH:16]=[N:15]2)[CH2:10][CH2:9]1)=[O:7])([CH3:4])([CH3:3])[CH3:2].C([O-])([O-])=O.[Na+].[Na+].Br[C:35]1[CH:36]=[C:37]([C:41]2[CH:46]=[C:45]([NH:47][CH3:48])[N:44]=[C:43]([C:49]3[CH:54]=[CH:53][CH:52]=[CH:51][N:50]=3)[CH:42]=2)[CH:38]=[N:39][CH:40]=1, predict the reaction product. The product is: [C:1]([O:5][C:6]([N:8]1[CH2:9][CH2:10][CH:11]([N:14]2[CH:18]=[C:17]([C:35]3[CH:36]=[C:37]([C:41]4[CH:46]=[C:45]([NH:47][CH3:48])[N:44]=[C:43]([C:49]5[CH:54]=[CH:53][CH:52]=[CH:51][N:50]=5)[CH:42]=4)[CH:38]=[N:39][CH:40]=3)[CH:16]=[N:15]2)[CH2:12][CH2:13]1)=[O:7])([CH3:2])([CH3:3])[CH3:4]. (4) Given the reactants [Cl:1][C:2]1[CH:8]=[C:7]([CH3:9])[C:5](N)=[C:4]([CH3:10])[CH:3]=1.N([O-])=O.[Na+].S(=O)(=O)(O)N.[BrH:20], predict the reaction product. The product is: [Cl:1][C:2]1[CH:8]=[C:7]([CH3:9])[C:5]([Br:20])=[C:4]([CH3:10])[CH:3]=1. (5) Given the reactants [S:1](=[O:5])(=O)([OH:3])[OH:2].[F:6][C:7]([F:18])([O:11][C:12]1[CH:17]=[CH:16][CH:15]=[CH:14][CH:13]=1)[CH:8]([F:10])[F:9].[OH-].[Na+:20], predict the reaction product. The product is: [F:6][C:7]([F:18])([O:11][C:12]1[CH:13]=[CH:14][C:15]([S:1]([O-:3])(=[O:5])=[O:2])=[CH:16][CH:17]=1)[CH:8]([F:9])[F:10].[Na+:20]. (6) Given the reactants [C:1]([O:5][C:6]([C:8]1[S:9][C:10]([CH:13]=O)=[CH:11][CH:12]=1)=[O:7])([CH3:4])([CH3:3])[CH3:2].[BH4-].[Na+].CS([Cl:21])(=O)=O.C(N(C(C)C)CC)(C)C, predict the reaction product. The product is: [C:1]([O:5][C:6]([C:8]1[S:9][C:10]([CH2:13][Cl:21])=[CH:11][CH:12]=1)=[O:7])([CH3:4])([CH3:3])[CH3:2]. (7) The product is: [NH2:15][C:5]1[CH:6]=[C:7]([NH:8][S:9]([CH:12]2[CH2:14][CH2:13]2)(=[O:11])=[O:10])[C:2]([Cl:1])=[N:3][CH:4]=1. Given the reactants [Cl:1][C:2]1[C:7]([NH:8][S:9]([CH:12]2[CH2:14][CH2:13]2)(=[O:11])=[O:10])=[CH:6][C:5]([N:15]=C(C2C=CC=CC=2)C2C=CC=CC=2)=[CH:4][N:3]=1.Cl, predict the reaction product. (8) Given the reactants [C:1]1([OH:7])[CH:6]=[CH:5][CH:4]=[CH:3][CH:2]=1.C([O-])(O)=O.[Na+:12].S([S:16]([O-:18])=[O:17])([O-])=O.O[C:20]1[CH:28]=[CH:27][C:23](C([O-])=O)=[CH:22][CH:21]=1.C1([O:35]P([O-])([O-])=O)C=CC=CC=1, predict the reaction product. The product is: [CH3:27][CH2:28][CH2:20][CH2:21][CH2:22][CH2:23][CH2:2][CH2:3][CH2:4][CH2:5][CH2:6][CH2:1][O:7][S:16]([O-:18])(=[O:35])=[O:17].[Na+:12]. (9) Given the reactants [CH3:1][C:2]1[C:12]([N:13]2[CH2:18][CH2:17][NH:16][CH2:15][CH2:14]2)=[CH:11][CH:10]=[CH:9][C:3]=1[C:4]([O:6][CH2:7][CH3:8])=[O:5].[F:19][C:20]([F:43])([F:42])[CH2:21][NH:22][C:23]([C:25]1([CH2:38][CH2:39][CH2:40]Br)[C:37]2[CH:36]=[CH:35][CH:34]=[CH:33][C:32]=2[C:31]2[C:26]1=[CH:27][CH:28]=[CH:29][CH:30]=2)=[O:24], predict the reaction product. The product is: [CH2:1]=[C:2]1[C:12]([N:13]2[CH2:14][CH2:15][N:16]([CH2:40][CH2:39][CH2:38][C:25]3([C:23](=[O:24])[NH:22][CH2:21][C:20]([F:19])([F:42])[F:43])[C:37]4[CH:36]=[CH:35][CH:34]=[CH:33][C:32]=4[C:31]4[C:26]3=[CH:27][CH:28]=[CH:29][CH:30]=4)[CH2:17][CH2:18]2)=[CH:11][CH:10]=[CH:9][CH:3]1[C:4]([O:6][CH2:7][CH3:8])=[O:5]. (10) Given the reactants [Br:1][C:2]1[CH:3]=[CH:4][C:5](/[CH:8]=[CH:9]/[C@H:10]2[C@H:18]([CH3:19])[C:17]([F:21])([F:20])[CH2:16][C@@H:15]3[C@H:11]2[C@@H:12]([CH3:23])[O:13][C:14]3=[O:22])=[N:6][CH:7]=1.C[Si]([N-][Si](C)(C)C)(C)C.[Li+].C([C:36]([O:38][CH3:39])=[O:37])#N, predict the reaction product. The product is: [Br:1][C:2]1[CH:3]=[CH:4][C:5](/[CH:8]=[CH:9]/[C@@H:10]2[C@H:11]3[C@:15]([C:36]([O:38][CH3:39])=[O:37])([C:14](=[O:22])[O:13][C@@H:12]3[CH3:23])[CH2:16][C:17]([F:20])([F:21])[C@H:18]2[CH3:19])=[N:6][CH:7]=1.